The task is: Predict which catalyst facilitates the given reaction.. This data is from Catalyst prediction with 721,799 reactions and 888 catalyst types from USPTO. (1) Reactant: [CH2:1]([N:3]1[C:7]2=[N:8][C:9]([CH3:21])=[C:10]([CH2:19]O)[C:11]([NH:12][CH:13]3[CH2:18][CH2:17][O:16][CH2:15][CH2:14]3)=[C:6]2[CH:5]=[N:4]1)[CH3:2].S(Cl)(Cl)=O.[N-:26]=[N+:27]=[N-:28].[Na+]. Product: [N:26]([CH2:19][C:10]1[C:9]([CH3:21])=[N:8][C:7]2[N:3]([CH2:1][CH3:2])[N:4]=[CH:5][C:6]=2[C:11]=1[NH:12][CH:13]1[CH2:18][CH2:17][O:16][CH2:15][CH2:14]1)=[N+:27]=[N-:28]. The catalyst class is: 11. (2) Reactant: [CH3:1][O:2][C:3](=[O:13])[CH:4]([C:6]1[CH:11]=[CH:10][C:9]([OH:12])=[CH:8][CH:7]=1)[CH3:5].Cl[C:15]1[N:20]=[C:19]([CH3:21])[C:18]([CH:22]=[O:23])=[CH:17][CH:16]=1.C([O-])([O-])=O.[K+].[K+]. Product: [CH3:1][O:2][C:3](=[O:13])[CH:4]([C:6]1[CH:11]=[CH:10][C:9]([O:12][C:15]2[CH:16]=[CH:17][C:18]([CH:22]=[O:23])=[C:19]([CH3:21])[N:20]=2)=[CH:8][CH:7]=1)[CH3:5]. The catalyst class is: 3. (3) Reactant: [Cl:1][C:2]1[CH:7]=[C:6]([F:8])[CH:5]=[CH:4][C:3]=1[S:9](Cl)(=[O:11])=[O:10].[NH2:13][C:14]1[C:15]2[C:22]([C:23]([C:25]3[CH:30]=[CH:29][CH:28]=[C:27]([NH2:31])[CH:26]=3)=[O:24])=[CH:21][N:20]([CH:32]3[CH2:36][CH2:35][CH2:34][CH2:33]3)[C:16]=2[N:17]=[CH:18][N:19]=1. Product: [NH2:13][C:14]1[C:15]2[C:22]([C:23]([C:25]3[CH:26]=[C:27]([NH:31][S:9]([C:3]4[CH:4]=[CH:5][C:6]([F:8])=[CH:7][C:2]=4[Cl:1])(=[O:11])=[O:10])[CH:28]=[CH:29][CH:30]=3)=[O:24])=[CH:21][N:20]([CH:32]3[CH2:33][CH2:34][CH2:35][CH2:36]3)[C:16]=2[N:17]=[CH:18][N:19]=1. The catalyst class is: 17. (4) Reactant: [N:1]([CH:4]1[C:10](=[O:11])[NH:9][C:8]2[CH:12]=[CH:13][CH:14]=[CH:15][C:7]=2[CH2:6][CH2:5]1)=[N+]=[N-].O.C1C=CC(P(C2C=CC=CC=2)C2C=CC=CC=2)=CC=1. Product: [NH2:1][CH:4]1[C:10](=[O:11])[NH:9][C:8]2[CH:12]=[CH:13][CH:14]=[CH:15][C:7]=2[CH2:6][CH2:5]1. The catalyst class is: 1. (5) Reactant: [Cu][C:2]#[N:3].[ClH:4].[CH3:5][N:6]1[CH2:10][CH2:9][CH2:8][C:7]1=O. Product: [ClH:4].[C:2]([C:8]1[CH:7]=[C:8]2[C:7](=[CH:10][CH:9]=1)[CH2:5][NH:6][CH2:10][CH2:9]2)#[N:3]. The catalyst class is: 28.